This data is from Catalyst prediction with 721,799 reactions and 888 catalyst types from USPTO. The task is: Predict which catalyst facilitates the given reaction. (1) Reactant: Cl[CH2:2][CH2:3][N:4]1[CH2:9][CH2:8][N:7]([C:10]2[CH:15]=[CH:14][CH:13]=[CH:12][C:11]=2[O:16][CH3:17])[CH2:6][CH2:5]1.[NH:18]1[C:26]2[CH2:25][CH2:24][CH2:23][C:22](=[O:27])[C:21]=2[CH:20]=[CH:19]1.[OH-].[Na+].C(OCC)(=O)C. Product: [CH3:17][O:16][C:11]1[CH:12]=[CH:13][CH:14]=[CH:15][C:10]=1[N:7]1[CH2:8][CH2:9][N:4]([CH2:3][CH2:2][N:18]2[C:26]3[CH2:25][CH2:24][CH2:23][C:22](=[O:27])[C:21]=3[CH:20]=[CH:19]2)[CH2:5][CH2:6]1. The catalyst class is: 633. (2) Reactant: Br[C:2]1[C:3]([N:38]2[CH2:43][CH2:42][O:41][CH2:40][CH2:39]2)=[N:4][C:5]2[N:6]([N:25]=[CH:26][C:27]=2[C:28]2[CH:29]=[N:30][C:31]3[C:36]([CH:37]=2)=[CH:35][CH:34]=[CH:33][CH:32]=3)[C:7]=1[N:8](COCC[Si](C)(C)C)COCC[Si](C)(C)C.C([Sn](CCCC)(CCCC)[C:49]([O:51]CC)=[CH2:50])CCC. Product: [NH2:8][C:7]1[N:6]2[N:25]=[CH:26][C:27]([C:28]3[CH:29]=[N:30][C:31]4[C:36]([CH:37]=3)=[CH:35][CH:34]=[CH:33][CH:32]=4)=[C:5]2[N:4]=[C:3]([N:38]2[CH2:39][CH2:40][O:41][CH2:42][CH2:43]2)[C:2]=1[C:49](=[O:51])[CH3:50]. The catalyst class is: 77. (3) Reactant: [NH2:1][CH2:2][CH2:3][P:4](=[O:9])([O:7][CH3:8])[O:5][CH3:6].[F:10][C:11]1[CH:12]=[C:13]([CH:41]=[CH:42][CH:43]=1)[CH2:14][O:15][C:16]1[CH:21]=[CH:20][C:19]([NH:22][C:23]2[C:32]3[C:27](=[CH:28][CH:29]=[C:30]([C:33]4[O:37][C:36]([CH:38]=O)=[CH:35][CH:34]=4)[CH:31]=3)[N:26]=[CH:25][N:24]=2)=[CH:18][C:17]=1[Cl:40].CCN(C(C)C)C(C)C.CC(O)=O.[BH-](OC(C)=O)(OC(C)=O)OC(C)=O.[Na+].[OH-].[Na+]. Product: [Cl:40][C:17]1[CH:18]=[C:19]([NH:22][C:23]2[C:32]3[C:27](=[CH:28][CH:29]=[C:30]([C:33]4[O:37][C:36]([CH2:38][NH:1][CH2:2][CH2:3][P:4](=[O:9])([O:7][CH3:8])[O:5][CH3:6])=[CH:35][CH:34]=4)[CH:31]=3)[N:26]=[CH:25][N:24]=2)[CH:20]=[CH:21][C:16]=1[O:15][CH2:14][C:13]1[CH:41]=[CH:42][CH:43]=[C:11]([F:10])[CH:12]=1. The catalyst class is: 26. (4) Reactant: [CH3:1][O:2][C:3]1[CH:4]=[C:5]2[C:10](=[CH:11][C:12]=1[O:13][CH3:14])[N:9]=[CH:8][CH:7]=[C:6]2[O:15][C:16]1[CH:21]=[CH:20][C:19]([N:22](C)[C:23](=O)C)=[CH:18][C:17]=1[F:27]. Product: [CH3:1][O:2][C:3]1[CH:4]=[C:5]2[C:10](=[CH:11][C:12]=1[O:13][CH3:14])[N:9]=[CH:8][CH:7]=[C:6]2[O:15][C:16]1[CH:21]=[CH:20][C:19]([NH:22][CH3:23])=[CH:18][C:17]=1[F:27]. The catalyst class is: 126. (5) Reactant: [CH:1]1([CH2:7][C@H:8]([NH:21][C:22]([N:24]2[CH2:29][CH2:28][CH2:27][C@@H:26]([C@:30]([OH:43])([C:37]3[CH:42]=[CH:41][CH:40]=[CH:39][CH:38]=3)[CH2:31][CH2:32][CH2:33][CH2:34][O:35][CH3:36])[CH2:25]2)=[S:23])[CH2:9][N:10](C)[C:11](OCC[Si](C)(C)C)=O)[CH2:6][CH2:5][CH2:4][CH2:3][CH2:2]1.[N+](CC)(CC)(CC)CC.[F-]. Product: [CH:1]1([CH2:7][C@H:8]([NH:21][C:22]([N:24]2[CH2:29][CH2:28][CH2:27][C@@H:26]([C@:30]([OH:43])([C:37]3[CH:42]=[CH:41][CH:40]=[CH:39][CH:38]=3)[CH2:31][CH2:32][CH2:33][CH2:34][O:35][CH3:36])[CH2:25]2)=[S:23])[CH2:9][NH:10][CH3:11])[CH2:6][CH2:5][CH2:4][CH2:3][CH2:2]1. The catalyst class is: 23. (6) Reactant: NC[C:3]1[C:8]([CH2:9][NH:10][C:11]2[NH:12][C:13](=[O:20])[C:14]3[NH:15][CH:16]=[N:17][C:18]=3[N:19]=2)=[CH:7][CH:6]=[CH:5][CH:4]=1.CS(C)=O.C(#N)C.C([O-])(=O)C.C([NH+](CC)CC)C. Product: [CH2:9]([NH:10][C:11]1[NH:12][C:13](=[O:20])[C:14]2[NH:15][CH:16]=[N:17][C:18]=2[N:19]=1)[C:8]1[CH:3]=[CH:4][CH:5]=[CH:6][CH:7]=1. The catalyst class is: 6.